From a dataset of Retrosynthesis with 50K atom-mapped reactions and 10 reaction types from USPTO. Predict the reactants needed to synthesize the given product. (1) The reactants are: CC(C)(C)CO.CCOC(=O)CC(c1cccc(COc2ccc(-c3cc(OC)ccc3F)c(O)c2)c1)C1CC1. Given the product CCOC(=O)CC(c1cccc(COc2ccc(-c3cc(OC)ccc3F)c(OCC(C)(C)C)c2)c1)C1CC1, predict the reactants needed to synthesize it. (2) Given the product CC(C)(C)OC(=O)N1CCC(O)(CC2CO2)CC1, predict the reactants needed to synthesize it. The reactants are: C=CCC1(O)CCN(C(=O)OC(C)(C)C)CC1.O=P([O-])([O-])[O-]. (3) The reactants are: CNC(=O)c1cccc(F)c1Nc1nc(Cl)ncc1Cl.Nc1ccc2c(c1)CCN(C(=O)C1COCCO1)CC2. Given the product CNC(=O)c1cccc(F)c1Nc1nc(Nc2ccc3c(c2)CCN(C(=O)C2COCCO2)CC3)ncc1Cl, predict the reactants needed to synthesize it. (4) Given the product COC(=O)c1cc(C(OC)c2cncnc2)cc2cccnc12, predict the reactants needed to synthesize it. The reactants are: CI.COC(=O)c1cc(C(O)c2cncnc2)cc2cccnc12. (5) Given the product N#Cc1cc(CCC2(O)CCN(C(=O)Cc3ccc([N+](=O)[O-])cc3)CC2)ccc1F, predict the reactants needed to synthesize it. The reactants are: N#Cc1cc(CCC2(O)CC[NH2+]CC2)ccc1F.O=C(O)Cc1ccc([N+](=O)[O-])cc1. (6) The reactants are: CC(C)(C)OC(=O)N1CCC(CO)(NC(=O)c2ccc3c(n2)NC(=O)CS3)CC1. Given the product O=C1CSc2ccc(C(=O)NC3(CO)CCNCC3)nc2N1, predict the reactants needed to synthesize it.